From a dataset of NCI-60 drug combinations with 297,098 pairs across 59 cell lines. Regression. Given two drug SMILES strings and cell line genomic features, predict the synergy score measuring deviation from expected non-interaction effect. (1) Drug 1: C1C(C(OC1N2C=NC3=C(N=C(N=C32)Cl)N)CO)O. Cell line: 786-0. Drug 2: C1C(C(OC1N2C=NC3=C2NC=NCC3O)CO)O. Synergy scores: CSS=6.47, Synergy_ZIP=-1.10, Synergy_Bliss=-0.0783, Synergy_Loewe=-8.50, Synergy_HSA=-4.62. (2) Drug 1: CCC1(CC2CC(C3=C(CCN(C2)C1)C4=CC=CC=C4N3)(C5=C(C=C6C(=C5)C78CCN9C7C(C=CC9)(C(C(C8N6C=O)(C(=O)OC)O)OC(=O)C)CC)OC)C(=O)OC)O.OS(=O)(=O)O. Drug 2: C1=CC=C(C=C1)NC(=O)CCCCCCC(=O)NO. Cell line: SNB-19. Synergy scores: CSS=25.3, Synergy_ZIP=-5.09, Synergy_Bliss=-5.32, Synergy_Loewe=-2.71, Synergy_HSA=-2.06. (3) Drug 1: CCN(CC)CCNC(=O)C1=C(NC(=C1C)C=C2C3=C(C=CC(=C3)F)NC2=O)C. Drug 2: CC(C)CN1C=NC2=C1C3=CC=CC=C3N=C2N. Cell line: T-47D. Synergy scores: CSS=6.17, Synergy_ZIP=-0.525, Synergy_Bliss=1.91, Synergy_Loewe=2.89, Synergy_HSA=1.37. (4) Drug 1: C1CN1C2=NC(=NC(=N2)N3CC3)N4CC4. Drug 2: C1=CC(=C2C(=C1NCCNCCO)C(=O)C3=C(C=CC(=C3C2=O)O)O)NCCNCCO. Cell line: NCI-H460. Synergy scores: CSS=84.2, Synergy_ZIP=2.09, Synergy_Bliss=1.95, Synergy_Loewe=4.81, Synergy_HSA=6.98. (5) Drug 1: C1=CN(C(=O)N=C1N)C2C(C(C(O2)CO)O)O.Cl. Drug 2: CCC1=C2CN3C(=CC4=C(C3=O)COC(=O)C4(CC)O)C2=NC5=C1C=C(C=C5)O. Cell line: OVCAR-8. Synergy scores: CSS=44.0, Synergy_ZIP=0.898, Synergy_Bliss=1.89, Synergy_Loewe=-5.27, Synergy_HSA=4.82. (6) Drug 1: C1CN1P(=S)(N2CC2)N3CC3. Drug 2: CC12CCC3C(C1CCC2OP(=O)(O)O)CCC4=C3C=CC(=C4)OC(=O)N(CCCl)CCCl.[Na+]. Cell line: HT29. Synergy scores: CSS=16.2, Synergy_ZIP=-3.87, Synergy_Bliss=-0.976, Synergy_Loewe=-3.33, Synergy_HSA=-0.474.